Dataset: NCI-60 drug combinations with 297,098 pairs across 59 cell lines. Task: Regression. Given two drug SMILES strings and cell line genomic features, predict the synergy score measuring deviation from expected non-interaction effect. (1) Drug 1: CC1=C2C(C(=O)C3(C(CC4C(C3C(C(C2(C)C)(CC1OC(=O)C(C(C5=CC=CC=C5)NC(=O)OC(C)(C)C)O)O)OC(=O)C6=CC=CC=C6)(CO4)OC(=O)C)O)C)O. Drug 2: CC12CCC3C(C1CCC2OP(=O)(O)O)CCC4=C3C=CC(=C4)OC(=O)N(CCCl)CCCl.[Na+]. Cell line: SNB-19. Synergy scores: CSS=50.3, Synergy_ZIP=13.6, Synergy_Bliss=18.8, Synergy_Loewe=-0.823, Synergy_HSA=17.3. (2) Drug 1: CN1CCC(CC1)COC2=C(C=C3C(=C2)N=CN=C3NC4=C(C=C(C=C4)Br)F)OC. Drug 2: CCCS(=O)(=O)NC1=C(C(=C(C=C1)F)C(=O)C2=CNC3=C2C=C(C=N3)C4=CC=C(C=C4)Cl)F. Cell line: DU-145. Synergy scores: CSS=9.98, Synergy_ZIP=-3.05, Synergy_Bliss=0.601, Synergy_Loewe=-10.3, Synergy_HSA=-1.38.